Dataset: Catalyst prediction with 721,799 reactions and 888 catalyst types from USPTO. Task: Predict which catalyst facilitates the given reaction. (1) Reactant: [Cl:1][C:2]1[CH:7]=[CH:6][C:5]([CH2:8][C:9]([OH:11])=[O:10])=[CH:4][CH:3]=1.[CH2:12](O)[CH3:13]. Product: [CH2:12]([O:10][C:9](=[O:11])[CH2:8][C:5]1[CH:4]=[CH:3][C:2]([Cl:1])=[CH:7][CH:6]=1)[CH3:13]. The catalyst class is: 65. (2) Reactant: [Cl:1][C:2]1[S:6][C:5]([C:7]([NH:9][CH2:10][CH2:11][C:12]([OH:14])=O)=[O:8])=[CH:4][CH:3]=1.[CH3:15][O:16][C:17](=[O:33])[CH2:18][NH:19][C:20]1[CH:25]=[CH:24][C:23]([N:26]2[CH2:31][CH2:30][O:29][CH2:28][C:27]2=[O:32])=[CH:22][CH:21]=1.ClP(Cl)(C1C=CC=CC=1)(C1C=CC=CC=1)C1C=CC=CC=1. Product: [CH3:15][O:16][C:17](=[O:33])[CH2:18][N:19]([C:12](=[O:14])[CH2:11][CH2:10][NH:9][C:7]([C:5]1[S:6][C:2]([Cl:1])=[CH:3][CH:4]=1)=[O:8])[C:20]1[CH:25]=[CH:24][C:23]([N:26]2[CH2:31][CH2:30][O:29][CH2:28][C:27]2=[O:32])=[CH:22][CH:21]=1. The catalyst class is: 22.